Dataset: Catalyst prediction with 721,799 reactions and 888 catalyst types from USPTO. Task: Predict which catalyst facilitates the given reaction. (1) The catalyst class is: 6. Product: [N:1]1[C:5](=[C:6]2[N:10]=[N:9][N:8]=[N:7]2)[N:4]=[N:3][N:2]=1.[NH4+:11].[NH4+:1].[Cu+2:17]. Reactant: [N:1]1[C:5](=[C:6]2[N:10]=[N:9][N:8]=[N:7]2)[N:4]=[N:3][N:2]=1.[NH4+:11].[NH4+].C(=O)([O-])[O-].[Cu+2:17]. (2) Reactant: [CH2:1]([N:8]([CH2:19][CH2:20][OH:21])[C:9](=[O:18])[C:10]1[CH:15]=[CH:14][CH:13]=[C:12]([Br:16])[C:11]=1F)[C:2]1[CH:7]=[CH:6][CH:5]=[CH:4][CH:3]=1.[H-].[Na+]. Product: [CH2:1]([N:8]1[C:9](=[O:18])[C:10]2[CH:15]=[CH:14][CH:13]=[C:12]([Br:16])[C:11]=2[O:21][CH2:20][CH2:19]1)[C:2]1[CH:7]=[CH:6][CH:5]=[CH:4][CH:3]=1. The catalyst class is: 9. (3) Reactant: [C:1]1([CH3:11])[CH:6]=[CH:5][C:4]([S:7](Cl)(=[O:9])=[O:8])=[CH:3][CH:2]=1.[C:12]([O:16][C:17]([N:19]1[CH2:24][CH2:23][C@H:22]([OH:25])[C@H:21]([F:26])[CH2:20]1)=[O:18])([CH3:15])([CH3:14])[CH3:13]. The catalyst class is: 300. Product: [C:12]([O:16][C:17]([N:19]1[CH2:24][CH2:23][C@H:22]([O:25][S:7]([C:4]2[CH:5]=[CH:6][C:1]([CH3:11])=[CH:2][CH:3]=2)(=[O:9])=[O:8])[C@H:21]([F:26])[CH2:20]1)=[O:18])([CH3:15])([CH3:13])[CH3:14].